Dataset: Peptide-MHC class I binding affinity with 185,985 pairs from IEDB/IMGT. Task: Regression. Given a peptide amino acid sequence and an MHC pseudo amino acid sequence, predict their binding affinity value. This is MHC class I binding data. The peptide sequence is KRNYVPCHI. The MHC is Mamu-B08 with pseudo-sequence Mamu-B08. The binding affinity (normalized) is 0.518.